Dataset: Catalyst prediction with 721,799 reactions and 888 catalyst types from USPTO. Task: Predict which catalyst facilitates the given reaction. (1) Reactant: [CH2:1]([N:8]1[C:12]2[CH:13]=[C:14]([OH:17])[CH:15]=[CH:16][C:11]=2[N:10]=[C:9]1Cl)[C:2]1[CH:7]=[CH:6][CH:5]=[CH:4][CH:3]=1.[NH2:19][C:20]1[CH:21]=[C:22]([O:28][CH3:29])[C:23]([O:26][CH3:27])=[CH:24][CH:25]=1.O. Product: [CH2:1]([N:8]1[C:12]2[CH:13]=[C:14]([OH:17])[CH:15]=[CH:16][C:11]=2[N:10]=[C:9]1[NH:19][C:20]1[CH:25]=[CH:24][C:23]([O:26][CH3:27])=[C:22]([O:28][CH3:29])[CH:21]=1)[C:2]1[CH:7]=[CH:6][CH:5]=[CH:4][CH:3]=1. The catalyst class is: 60. (2) Reactant: [Br:1][C:2]1[CH:7]=[CH:6][C:5]([N:8]2[C:12]3[CH:13]=[C:14]([C:16]([OH:18])=O)[NH:15][C:11]=3[N:10]=[CH:9]2)=[CH:4][CH:3]=1.C1N=CN(C(N2C=NC=C2)=O)C=1.CCN(C(C)C)C(C)C.[CH3:40][O:41][CH2:42][CH2:43][NH2:44]. Product: [Br:1][C:2]1[CH:3]=[CH:4][C:5]([N:8]2[C:12]3[CH:13]=[C:14]([C:16]([NH:44][CH2:43][CH2:42][O:41][CH3:40])=[O:18])[NH:15][C:11]=3[N:10]=[CH:9]2)=[CH:6][CH:7]=1. The catalyst class is: 1.